From a dataset of Catalyst prediction with 721,799 reactions and 888 catalyst types from USPTO. Predict which catalyst facilitates the given reaction. (1) Reactant: [F:1][C:2]1[CH:31]=[CH:30][CH:29]=[CH:28][C:3]=1[CH2:4][N:5]1[C:13]2[C:8](=[CH:9][CH:10]=[CH:11][CH:12]=2)[C:7]([C:14]2[N:19]=[C:18]([NH:20][C:21]3[CH:26]=[CH:25][N:24]=[CH:23][CH:22]=3)[C:17]([OH:27])=[CH:16][N:15]=2)=[N:6]1.Br[CH2:33][CH:34](O)[CH2:35][OH:36].C(=O)([O-])[O-].[K+].[K+]. Product: [F:1][C:2]1[CH:31]=[CH:30][CH:29]=[CH:28][C:3]=1[CH2:4][N:5]1[C:13]2[C:8](=[CH:9][CH:10]=[CH:11][CH:12]=2)[C:7]([C:14]2[N:15]=[CH:16][C:17]3[O:27][CH2:33][CH:34]([CH2:35][OH:36])[N:20]([C:21]4[CH:26]=[CH:25][N:24]=[CH:23][CH:22]=4)[C:18]=3[N:19]=2)=[N:6]1. The catalyst class is: 3. (2) Reactant: Cl[C:2]1[N:7]=[C:6]([NH:8][CH2:9][CH2:10][NH:11][C:12]2[N:17]=[C:16]([NH2:18])[C:15]([N+:19]([O-:21])=[O:20])=[CH:14][CH:13]=2)[N:5]2[N:22]=[CH:23][N:24]=[C:4]2[CH:3]=1.[Cl:25][C:26]1[CH:31]=[C:30]([Cl:32])[CH:29]=[CH:28][C:27]=1B(O)O.C(=O)([O-])[O-].[Na+].[Na+]. Product: [Cl:25][C:26]1[CH:31]=[C:30]([Cl:32])[CH:29]=[CH:28][C:27]=1[C:2]1[N:7]=[C:6]([NH:8][CH2:9][CH2:10][NH:11][C:12]2[N:17]=[C:16]([NH2:18])[C:15]([N+:19]([O-:21])=[O:20])=[CH:14][CH:13]=2)[N:5]2[N:22]=[CH:23][N:24]=[C:4]2[CH:3]=1. The catalyst class is: 203. (3) Reactant: [Cl-].CO[C:4]1[CH:29]=[CH:28][C:7]([CH2:8][P+](C2C=CC=CC=2)(C2C=CC=CC=2)C2C=CC=CC=2)=[CH:6][CH:5]=1.[CH3:30][O-].[Na+].N1[CH:38]=[CH:37][CH:36]=[CH:35][C:34]=1[CH:39]=O. Product: [C:34]1(/[CH:39]=[CH:8]/[C:7]2[CH:6]=[CH:5][CH:4]=[CH:29][CH:28]=2)[CH:30]=[CH:38][CH:37]=[CH:36][CH:35]=1. The catalyst class is: 5.